From a dataset of Catalyst prediction with 721,799 reactions and 888 catalyst types from USPTO. Predict which catalyst facilitates the given reaction. (1) Reactant: [CH2:1]([O:3][C:4](=[O:13])[C:5]1[CH:10]=[CH:9][C:8]([OH:11])=[C:7]([OH:12])[CH:6]=1)[CH3:2].[CH3:14][C:15](C)([O-:17])C.[K+].C(OC(=O)C)(=O)C. Product: [CH2:1]([O:3][C:4](=[O:13])[C:5]1[CH:10]=[CH:9][C:8]([OH:11])=[C:7]([O:12][C:15](=[O:17])[CH3:14])[CH:6]=1)[CH3:2]. The catalyst class is: 3. (2) The catalyst class is: 8. Reactant: [NH2:1][C:2]1[CH:18]=[CH:17][C:16]([Cl:19])=[CH:15][C:3]=1[CH:4]=[C:5]1[C:9]2[CH:10]=[CH:11][CH:12]=[CH:13][C:8]=2[C:7](=[O:14])[O:6]1.[OH-].[Na+].Cl. Product: [Cl:19][C:16]1[CH:15]=[C:3]2[C:2](=[CH:18][CH:17]=1)[NH:1][C:5]([C:9]1[CH:10]=[CH:11][CH:12]=[CH:13][C:8]=1[C:7]([OH:6])=[O:14])=[CH:4]2. (3) Reactant: [F:1][CH2:2][CH2:3][CH2:4][CH2:5][CH2:6][CH2:7][CH2:8][CH2:9][C:10]([O:12]C)=[O:11].[OH-].[Li+].Cl. Product: [F:1][CH2:2][CH2:3][CH2:4][CH2:5][CH2:6][CH2:7][CH2:8][CH2:9][C:10]([OH:12])=[O:11]. The catalyst class is: 38.